From a dataset of Full USPTO retrosynthesis dataset with 1.9M reactions from patents (1976-2016). Predict the reactants needed to synthesize the given product. (1) Given the product [F:1][C:2]1[CH:3]=[C:4]([CH:8]=[CH:9][C:10]=1[OH:11])[C:5]([O:7][CH3:17])=[O:6], predict the reactants needed to synthesize it. The reactants are: [F:1][C:2]1[CH:3]=[C:4]([CH:8]=[CH:9][C:10]=1[OH:11])[C:5]([OH:7])=[O:6].S(=O)(=O)(O)O.[CH3:17]O. (2) Given the product [C:30]([NH:1][CH2:2][CH:3]1[CH:9]([C:10]2[CH:15]=[CH:14][C:13]([Cl:16])=[C:12]([Cl:17])[CH:11]=2)[O:8][CH2:7][CH2:6][N:5]([C:18]([O:20][C:21]([CH3:24])([CH3:23])[CH3:22])=[O:19])[CH2:4]1)(=[O:31])[NH2:29], predict the reactants needed to synthesize it. The reactants are: [NH2:1][CH2:2][CH:3]1[CH:9]([C:10]2[CH:15]=[CH:14][C:13]([Cl:16])=[C:12]([Cl:17])[CH:11]=2)[O:8][CH2:7][CH2:6][N:5]([C:18]([O:20][C:21]([CH3:24])([CH3:23])[CH3:22])=[O:19])[CH2:4]1.C[Si]([N:29]=[C:30]=[O:31])(C)C. (3) Given the product [CH:30]1([CH2:29][CH2:28][O:27][C:23]2[CH:22]=[C:21]([CH:26]=[CH:25][CH:24]=2)[C:20]([N:17]2[CH2:18][CH2:19][N:14]([C:12]([NH:11][C:9]3[CH:8]=[C:7]([OH:37])[CH:6]=[C:5]([OH:4])[CH:10]=3)=[O:13])[CH2:15][CH2:16]2)=[O:36])[CH2:35][CH2:34][CH2:33][CH2:32][CH2:31]1, predict the reactants needed to synthesize it. The reactants are: C([O:4][C:5]1[CH:10]=[C:9]([NH:11][C:12]([N:14]2[CH2:19][CH2:18][N:17]([C:20](=[O:36])[C:21]3[CH:26]=[CH:25][CH:24]=[C:23]([O:27][CH2:28][CH2:29][CH:30]4[CH2:35][CH2:34][CH2:33][CH2:32][CH2:31]4)[CH:22]=3)[CH2:16][CH2:15]2)=[O:13])[CH:8]=[C:7]([O:37]C(=O)C)[CH:6]=1)(=O)C.[OH-].[Na+].Cl. (4) Given the product [CH2:18]([O:1][C:2]1[CH:3]=[C:4]([C:8]2[CH:17]=[CH:16][C:11]([C:12]([O:14][CH3:15])=[O:13])=[CH:10][CH:9]=2)[CH:5]=[CH:6][CH:7]=1)[C:19]1[CH:24]=[CH:23][CH:22]=[CH:21][CH:20]=1, predict the reactants needed to synthesize it. The reactants are: [OH:1][C:2]1[CH:3]=[C:4]([C:8]2[CH:17]=[CH:16][C:11]([C:12]([O:14][CH3:15])=[O:13])=[CH:10][CH:9]=2)[CH:5]=[CH:6][CH:7]=1.[CH2:18](Br)[C:19]1[CH:24]=[CH:23][CH:22]=[CH:21][CH:20]=1.C([O-])([O-])=O.[K+].[K+]. (5) Given the product [NH2:1][C:2]1[N:7]=[CH:6][N:5]=[C:4]2[N:8]([C:33]3[CH:34]=[CH:35][C:36]([CH2:39][NH:46][CH2:45][CH2:44][CH2:43][O:42][CH3:41])=[CH:37][CH:38]=3)[N:9]=[C:10]([C:11]3[CH:16]=[CH:15][C:14]([NH:17][C:18](=[O:30])[C:19]4[CH:24]=[CH:23][C:22]([C:25]([F:27])([F:28])[F:26])=[CH:21][C:20]=4[F:29])=[C:13]([O:31][CH3:32])[CH:12]=3)[C:3]=12, predict the reactants needed to synthesize it. The reactants are: [NH2:1][C:2]1[N:7]=[CH:6][N:5]=[C:4]2[N:8]([C:33]3[CH:38]=[CH:37][C:36]([CH:39]=O)=[CH:35][CH:34]=3)[N:9]=[C:10]([C:11]3[CH:16]=[CH:15][C:14]([NH:17][C:18](=[O:30])[C:19]4[CH:24]=[CH:23][C:22]([C:25]([F:28])([F:27])[F:26])=[CH:21][C:20]=4[F:29])=[C:13]([O:31][CH3:32])[CH:12]=3)[C:3]=12.[CH3:41][O:42][CH2:43][CH2:44][CH2:45][NH2:46].C(O[BH-](OC(=O)C)OC(=O)C)(=O)C.[Na+].[OH-].[Na+].